The task is: Predict the reactants needed to synthesize the given product.. This data is from Full USPTO retrosynthesis dataset with 1.9M reactions from patents (1976-2016). (1) Given the product [CH:54]1([NH:57][C:2]2[CH:7]=[CH:6][CH:5]=[CH:4][N:3]=2)[CH2:56][CH2:55]1, predict the reactants needed to synthesize it. The reactants are: Br[C:2]1[CH:7]=[CH:6][CH:5]=[CH:4][N:3]=1.C1C=CC(P(C2C(C3C(P(C4C=CC=CC=4)C4C=CC=CC=4)=CC=C4C=3C=CC=C4)=C3C(C=CC=C3)=CC=2)C2C=CC=CC=2)=CC=1.[CH:54]1([NH2:57])[CH2:56][CH2:55]1. (2) Given the product [CH3:25][N:26]([CH3:28])[CH:27]=[CH:2][C:1]([C:4]1[C:9](=[O:10])[C:8]([O:11][CH3:12])=[CH:7][N:6]([C:13]2[CH:18]=[CH:17][CH:16]=[C:15]([C:19]([F:21])([F:22])[F:20])[CH:14]=2)[N:5]=1)=[O:3], predict the reactants needed to synthesize it. The reactants are: [C:1]([C:4]1[C:9](=[O:10])[C:8]([O:11][CH3:12])=[CH:7][N:6]([C:13]2[CH:18]=[CH:17][CH:16]=[C:15]([C:19]([F:22])([F:21])[F:20])[CH:14]=2)[N:5]=1)(=[O:3])[CH3:2].CO[CH:25](OC)[N:26]([CH3:28])[CH3:27]. (3) Given the product [F:11][CH:2]([F:1])[C@@H:3]([C@H:5]1[CH2:9][O:8][C:7](=[O:10])[N:6]1[C:15]1[CH:16]=[CH:17][N:18]=[C:13]([F:12])[N:14]=1)[CH3:4], predict the reactants needed to synthesize it. The reactants are: [F:1][CH:2]([F:11])[C@@H:3]([C@H:5]1[CH2:9][O:8][C:7](=[O:10])[NH:6]1)[CH3:4].[F:12][C:13]1[N:18]=[C:17](F)[CH:16]=[CH:15][N:14]=1.[H-].[Na+].